From a dataset of Peptide-MHC class II binding affinity with 134,281 pairs from IEDB. Regression. Given a peptide amino acid sequence and an MHC pseudo amino acid sequence, predict their binding affinity value. This is MHC class II binding data. (1) The binding affinity (normalized) is 0.681. The MHC is DRB1_0101 with pseudo-sequence DRB1_0101. The peptide sequence is AVQVTFTVQKGSDPKKLVLNIKYTRPGDSL. (2) The peptide sequence is AFKVENGSAAPQLTK. The MHC is HLA-DPA10301-DPB10402 with pseudo-sequence HLA-DPA10301-DPB10402. The binding affinity (normalized) is 0.177.